Predict the product of the given reaction. From a dataset of Forward reaction prediction with 1.9M reactions from USPTO patents (1976-2016). (1) The product is: [N+:40](=[C:3]([C:2](=[O:1])[C:15]1[CH:16]=[C:17]([O:25][CH3:26])[C:18]([O:23][CH3:24])=[C:19]([O:21][CH3:22])[CH:20]=1)[C:4]([O:6][C:7]1[CH:12]=[CH:11][CH:10]=[C:9]([O:13][CH3:14])[CH:8]=1)=[O:5])=[N-:41]. Given the reactants [O:1]=[C:2]([C:15]1[CH:20]=[C:19]([O:21][CH3:22])[C:18]([O:23][CH3:24])=[C:17]([O:25][CH3:26])[CH:16]=1)[CH2:3][C:4]([O:6][C:7]1[CH:12]=[CH:11][CH:10]=[C:9]([O:13][CH3:14])[CH:8]=1)=[O:5].C(NC1C=CC(S([N:40]=[N+:41]=[N-])(=O)=O)=CC=1)(=O)C.C(#N)C, predict the reaction product. (2) Given the reactants [OH:1][CH:2]1[CH2:5][N:4]([C:6]([N:8]2[CH2:13][CH:12]([C:14]3[CH:19]=[CH:18][C:17]([O:20][C:21]([F:24])([F:23])[F:22])=[CH:16][CH:15]=3)[CH2:11][CH:10]([C:25]([O:27]C)=[O:26])[CH2:9]2)=[O:7])[CH2:3]1.CC(C)([O-])C.[K+], predict the reaction product. The product is: [OH:1][CH:2]1[CH2:3][N:4]([C:6]([N:8]2[CH2:13][CH:12]([C:14]3[CH:15]=[CH:16][C:17]([O:20][C:21]([F:22])([F:24])[F:23])=[CH:18][CH:19]=3)[CH2:11][CH:10]([C:25]([OH:27])=[O:26])[CH2:9]2)=[O:7])[CH2:5]1. (3) Given the reactants [F:1][C:2]([F:6])([F:5])[CH2:3][OH:4].[H-].[Na+].[Br:9][C:10]1[C:11](Cl)=[N:12][CH:13]=[CH:14][CH:15]=1.[Cl-].[NH4+], predict the reaction product. The product is: [Br:9][C:10]1[C:11]([O:4][CH2:3][C:2]([F:6])([F:5])[F:1])=[N:12][CH:13]=[CH:14][CH:15]=1. (4) Given the reactants CC1(C)C(C)(C)OB([C:9]2[CH:10]=[N:11][CH:12]=[C:13]([CH:18]=2)[C:14]([O:16][CH3:17])=[O:15])O1.Br[C:21]1[C:22]([N:41]([CH3:46])[S:42]([CH3:45])(=[O:44])=[O:43])=[CH:23][C:24]2[O:28][C:27]([C:29]3[CH:34]=[CH:33][C:32]([F:35])=[CH:31][CH:30]=3)=[C:26]([C:36]([NH:38][CH3:39])=[O:37])[C:25]=2[CH:40]=1, predict the reaction product. The product is: [F:35][C:32]1[CH:33]=[CH:34][C:29]([C:27]2[O:28][C:24]3[CH:23]=[C:22]([N:41]([CH3:46])[S:42]([CH3:45])(=[O:43])=[O:44])[C:21]([C:9]4[CH:10]=[N:11][CH:12]=[C:13]([CH:18]=4)[C:14]([O:16][CH3:17])=[O:15])=[CH:40][C:25]=3[C:26]=2[C:36](=[O:37])[NH:38][CH3:39])=[CH:30][CH:31]=1. (5) The product is: [ClH:29].[Br:1][C:2]1[CH:3]=[C:4]2[C:12](=[CH:13][CH:14]=1)[NH:11][C:10]1[C@@H:9]([NH:15][C@H:16]([C:18]3[CH:23]=[CH:22][CH:21]=[CH:20][CH:19]=3)[CH3:17])[CH2:8][CH2:7][CH2:6][C:5]2=1. Given the reactants [Br:1][C:2]1[CH:3]=[C:4]2[C:12](=[CH:13][CH:14]=1)[NH:11][C:10]1[CH:9]([NH:15][C@H:16]([C:18]3[CH:23]=[CH:22][CH:21]=[CH:20][CH:19]=3)[CH3:17])[CH2:8][CH2:7][CH2:6][C:5]2=1.C(NCC)C.[ClH:29], predict the reaction product.